Dataset: Catalyst prediction with 721,799 reactions and 888 catalyst types from USPTO. Task: Predict which catalyst facilitates the given reaction. (1) Reactant: [F:1][C:2]1[CH:3]=[CH:4][C:5]([N+:20]([O-])=O)=[C:6]([NH:8][CH:9]2[CH2:14][CH2:13][N:12]([C:15]([O:17][CH2:18][CH3:19])=[O:16])[CH2:11][CH2:10]2)[CH:7]=1. Product: [NH2:20][C:5]1[CH:4]=[CH:3][C:2]([F:1])=[CH:7][C:6]=1[NH:8][CH:9]1[CH2:10][CH2:11][N:12]([C:15]([O:17][CH2:18][CH3:19])=[O:16])[CH2:13][CH2:14]1. The catalyst class is: 19. (2) Reactant: [CH3:1][C:2]1[NH:6][N:5]=[C:4]([C:7]2[CH:12]=[CH:11][C:10]([CH3:13])=[C:9]([N+:14]([O-:16])=[O:15])[CH:8]=2)[CH:3]=1.[Si:17](Br)([C:20]([CH3:23])([CH3:22])[CH3:21])([CH3:19])[CH3:18].C([O-])([O-])=O.[Cs+].[Cs+].[Na+].[I-].CN1[C:38](=[O:39])[CH2:37]CC1. Product: [C:20]([Si:17]([CH3:19])([CH3:18])[O:39][CH2:38][CH2:37][N:6]1[C:2]([CH3:1])=[CH:3][C:4]([C:7]2[CH:12]=[CH:11][C:10]([CH3:13])=[C:9]([N+:14]([O-:16])=[O:15])[CH:8]=2)=[N:5]1)([CH3:23])([CH3:22])[CH3:21]. The catalyst class is: 25. (3) Reactant: [Cl:1][C:2]1[S:6][C:5]([C:7]([NH:9][CH2:10][C@H:11]2[C@H:19]3[N:14]([C:15]4[CH:23]=[CH:22][C:21](B5OC(C)(C)C(C)(C)O5)=[CH:20][C:16]=4[O:17][CH2:18]3)[C:13](=[O:33])[O:12]2)=[O:8])=[CH:4][CH:3]=1.[CH3:34][S:35]([C:38]1[CH:43]=[CH:42][CH:41]=[CH:40][C:39]=1Br)(=[O:37])=[O:36].C(=O)([O-])[O-].[Cs+].[Cs+]. Product: [Cl:1][C:2]1[S:6][C:5]([C:7]([NH:9][CH2:10][C@H:11]2[C@H:19]3[N:14]([C:15]4[CH:23]=[CH:22][C:21]([C:39]5[CH:40]=[CH:41][CH:42]=[CH:43][C:38]=5[S:35]([CH3:34])(=[O:37])=[O:36])=[CH:20][C:16]=4[O:17][CH2:18]3)[C:13](=[O:33])[O:12]2)=[O:8])=[CH:4][CH:3]=1. The catalyst class is: 492.